Dataset: Forward reaction prediction with 1.9M reactions from USPTO patents (1976-2016). Task: Predict the product of the given reaction. (1) Given the reactants [CH3:1][C:2]1([CH3:42])[N:6]([CH2:7][CH2:8][CH2:9][CH2:10][CH2:11][CH2:12][CH2:13]CCSCCCC(F)(F)C(F)(F)F)[C:5](=[O:27])[N:4]([C:28]2[CH:33]=[CH:32][C:31]([N+:34]([O-:36])=[O:35])=[C:30]([C:37]([F:40])([F:39])[F:38])[CH:29]=2)[C:3]1=[O:41].CS(OCCCCC[CH2:53][CH2:54][CH2:55][CH2:56][S:57][CH2:58][CH2:59][CH2:60][C:61]([F:67])([F:66])[C:62]([F:65])([F:64])[F:63])(=O)=O, predict the reaction product. The product is: [CH3:1][C:2]1([CH3:42])[N:6]([CH2:7][CH2:8][CH2:9][CH2:10][CH2:11][CH2:12][CH2:13][CH2:53][CH2:54][CH2:55][CH2:56][S:57][CH2:58][CH2:59][CH2:60][C:61]([F:67])([F:66])[C:62]([F:63])([F:65])[F:64])[C:5](=[O:27])[N:4]([C:28]2[CH:33]=[CH:32][C:31]([N+:34]([O-:36])=[O:35])=[C:30]([C:37]([F:39])([F:40])[F:38])[CH:29]=2)[C:3]1=[O:41]. (2) Given the reactants [CH3:1][O:2][C:3](/[CH:5]=[CH:6]/[C:7]([OH:9])=[O:8])=[O:4].Cl.CN(C)CCCN=C=NCC.[CH2:22]([N:24]([CH2:30][CH3:31])[C:25](=[O:29])[C@@H:26](O)[CH3:27])[CH3:23], predict the reaction product. The product is: [C:7]([O:9][C@H:26]([C:25](=[O:29])[N:24]([CH2:30][CH3:31])[CH2:22][CH3:23])[CH3:27])(=[O:8])/[CH:6]=[CH:5]/[C:3]([O:2][CH3:1])=[O:4].